From a dataset of Full USPTO retrosynthesis dataset with 1.9M reactions from patents (1976-2016). Predict the reactants needed to synthesize the given product. Given the product [CH2:1]([O:8][N:9]([CH2:12][C:13]1([C:21]([NH:25][NH:24][C:26]2[N:31]=[C:30]([C:32]([F:34])([F:33])[F:35])[CH:29]=[CH:28][N:27]=2)=[O:23])[CH2:18][CH2:17][C:16]([CH3:20])([CH3:19])[CH2:15][CH2:14]1)[CH:10]=[O:11])[C:2]1[CH:7]=[CH:6][CH:5]=[CH:4][CH:3]=1, predict the reactants needed to synthesize it. The reactants are: [CH2:1]([O:8][N:9]([CH2:12][C:13]1([C:21]([OH:23])=O)[CH2:18][CH2:17][C:16]([CH3:20])([CH3:19])[CH2:15][CH2:14]1)[CH:10]=[O:11])[C:2]1[CH:7]=[CH:6][CH:5]=[CH:4][CH:3]=1.[NH:24]([C:26]1[N:31]=[C:30]([C:32]([F:35])([F:34])[F:33])[CH:29]=[CH:28][N:27]=1)[NH2:25].CN1CCOCC1.C1C=NC2N(O)N=NC=2C=1.Cl.CN(C)CCCN=C=NCC.